From a dataset of Forward reaction prediction with 1.9M reactions from USPTO patents (1976-2016). Predict the product of the given reaction. (1) The product is: [Cl:1][C:2]1[CH:7]=[CH:6][C:5]([OH:8])=[C:4]([I:10])[CH:3]=1. Given the reactants [Cl:1][C:2]1[CH:7]=[CH:6][C:5]([OH:8])=[CH:4][CH:3]=1.O.[I:10]I.C(=O)(O)[O-].[Na+], predict the reaction product. (2) Given the reactants S(Cl)(Cl)=O.[C:5]([O:8][CH2:9][C:10]([CH3:40])([CH3:39])[CH2:11][N:12]1[C:18]2[CH:19]=[CH:20][C:21]([Cl:23])=[CH:22][C:17]=2[C@@H:16]([C:24]2[CH:29]=[CH:28][CH:27]=[C:26]([O:30][CH3:31])[C:25]=2[O:32][CH3:33])[O:15][C@H:14]([CH2:34][C:35](O)=[O:36])[C:13]1=[O:38])(=[O:7])[CH3:6].Cl.[NH2:42][C:43]1[CH:48]=[CH:47][C:46]([CH2:49][C:50]([O:52][CH3:53])=[O:51])=[CH:45][CH:44]=1.C(N(CC)CC)C, predict the reaction product. The product is: [C:5]([O:8][CH2:9][C:10]([CH3:39])([CH3:40])[CH2:11][N:12]1[C:18]2[CH:19]=[CH:20][C:21]([Cl:23])=[CH:22][C:17]=2[C@@H:16]([C:24]2[CH:29]=[CH:28][CH:27]=[C:26]([O:30][CH3:31])[C:25]=2[O:32][CH3:33])[O:15][C@H:14]([CH2:34][C:35]([NH:42][C:43]2[CH:44]=[CH:45][C:46]([CH2:49][C:50]([O:52][CH3:53])=[O:51])=[CH:47][CH:48]=2)=[O:36])[C:13]1=[O:38])(=[O:7])[CH3:6]. (3) Given the reactants [C:1](=[O:4])([O-])[O-:2].[Cs+].[Cs+].C([C@H]1COC(=O)N1C(=O)[CH2:21][C@@H:22]([C:28]1[CH:33]=[CH:32][C:31]([OH:34])=[CH:30][CH:29]=1)[CH:23]1[CH:27]=[CH:26][O:25][NH:24]1)C1C=CC=CC=1.Cl.[CH2:37]([C:41]1[CH:46]=[CH:45][C:44]([C:47]2[S:48][C:49]([CH2:53]Cl)=[C:50]([CH3:52])[N:51]=2)=[CH:43][CH:42]=1)[CH2:38][CH2:39][CH3:40].[Li+].[OH-], predict the reaction product. The product is: [CH2:37]([C:41]1[CH:42]=[CH:43][C:44]([C:47]2[S:48][C:49]([CH2:53][O:34][C:31]3[CH:30]=[CH:29][C:28]([C@@H:22]([C:23]4[CH2:27][CH2:26][O:25][N:24]=4)[CH2:21][C:1]([OH:2])=[O:4])=[CH:33][CH:32]=3)=[C:50]([CH3:52])[N:51]=2)=[CH:45][CH:46]=1)[CH2:38][CH2:39][CH3:40]. (4) Given the reactants Cl[CH2:2][CH2:3][CH2:4][S:5]([O:8][C:9]1[CH:14]=[CH:13][C:12]([C:15]2[C:24]([CH2:25][O:26][C:27]3[CH:32]=[C:31]([F:33])[CH:30]=[CH:29][C:28]=3[CH3:34])=[C:23]3[C:18]([NH:19][C:20]([CH3:38])([CH3:37])[C:21](=[O:36])[N:22]3[CH3:35])=[CH:17][CH:16]=2)=[C:11]([O:39][CH3:40])[CH:10]=1)(=[O:7])=[O:6].[CH2:41]([NH2:48])[C:42]1[CH:47]=[CH:46][CH:45]=[CH:44][CH:43]=1.[I-].[K+].C(OCC)(=O)C, predict the reaction product. The product is: [CH2:41]([NH:48][CH2:2][CH2:3][CH2:4][S:5]([O:8][C:9]1[CH:14]=[CH:13][C:12]([C:15]2[C:24]([CH2:25][O:26][C:27]3[CH:32]=[C:31]([F:33])[CH:30]=[CH:29][C:28]=3[CH3:34])=[C:23]3[C:18]([NH:19][C:20]([CH3:38])([CH3:37])[C:21](=[O:36])[N:22]3[CH3:35])=[CH:17][CH:16]=2)=[C:11]([O:39][CH3:40])[CH:10]=1)(=[O:7])=[O:6])[C:42]1[CH:47]=[CH:46][CH:45]=[CH:44][CH:43]=1. (5) Given the reactants C([O-])=O.[NH4+].[C:5]([O:9][C:10](=[O:44])[NH:11][CH2:12][C:13]1[CH:18]=[CH:17][CH:16]=[C:15]2[N:19]([C:34]3[C:35]4[C@H:42]([CH3:43])[CH2:41][CH2:40][C:36]=4[N:37]=[CH:38][N:39]=3)[CH2:20][C:21]3([CH2:26][CH2:25][N:24](CC4C=CC=CC=4)[CH2:23][CH2:22]3)[C:14]=12)([CH3:8])([CH3:7])[CH3:6], predict the reaction product. The product is: [C:5]([O:9][C:10](=[O:44])[NH:11][CH2:12][C:13]1[CH:18]=[CH:17][CH:16]=[C:15]2[N:19]([C:34]3[C:35]4[C@H:42]([CH3:43])[CH2:41][CH2:40][C:36]=4[N:37]=[CH:38][N:39]=3)[CH2:20][C:21]3([CH2:22][CH2:23][NH:24][CH2:25][CH2:26]3)[C:14]=12)([CH3:8])([CH3:6])[CH3:7]. (6) Given the reactants Br[C:2]1[CH:3]=[CH:4][C:5]2[O:9][C:8]([C:10]([O:12]CC)=[O:11])=[CH:7][C:6]=2[CH:15]=1.[S:16]1[CH:20]=[CH:19][C:18](B(O)O)=[CH:17]1.C(=O)([O-])[O-].[Na+].[Na+].Cl, predict the reaction product. The product is: [S:16]1[CH:20]=[CH:19][C:18]([C:2]2[CH:3]=[CH:4][C:5]3[O:9][C:8]([C:10]([OH:12])=[O:11])=[CH:7][C:6]=3[CH:15]=2)=[CH:17]1.